From a dataset of Catalyst prediction with 721,799 reactions and 888 catalyst types from USPTO. Predict which catalyst facilitates the given reaction. (1) Reactant: [Cl:1][C:2]1[CH:3]=[C:4]([NH:16][C:17]2[C:26]3[C:21](=[CH:22][CH:23]=[C:24]([N+:27]([O-])=O)[CH:25]=3)[N:20]=[CH:19][N:18]=2)[CH:5]=[CH:6][C:7]=1[O:8][CH2:9][C:10]1[CH:15]=[CH:14][CH:13]=[CH:12][N:11]=1.Cl. Product: [Cl:1][C:2]1[CH:3]=[C:4]([NH:16][C:17]2[C:26]3[C:21](=[CH:22][CH:23]=[C:24]([NH2:27])[CH:25]=3)[N:20]=[CH:19][N:18]=2)[CH:5]=[CH:6][C:7]=1[O:8][CH2:9][C:10]1[CH:15]=[CH:14][CH:13]=[CH:12][N:11]=1. The catalyst class is: 190. (2) Reactant: [CH3:1][NH:2][C:3]1[CH:8]=[CH:7][CH:6]=[CH:5][CH:4]=1.C(N(CC)CC)C.[C:16]1([C:22]2[C:23]3[CH:29]=[C:28]([C:30](O)=[O:31])[S:27][C:24]=3[NH:25][N:26]=2)[CH:21]=[CH:20][CH:19]=[CH:18][CH:17]=1. The catalyst class is: 146. Product: [CH3:1][N:2]([C:3]1[CH:8]=[CH:7][CH:6]=[CH:5][CH:4]=1)[C:30]([C:28]1[S:27][C:24]2[NH:25][N:26]=[C:22]([C:16]3[CH:21]=[CH:20][CH:19]=[CH:18][CH:17]=3)[C:23]=2[CH:29]=1)=[O:31]. (3) Reactant: [N+:1]([C:4]1[CH:12]=[CH:11][CH:10]=[C:9]2[C:5]=1[CH:6]=[N:7][NH:8]2)([O-:3])=[O:2].[H-].[Na+].[CH3:15]I. Product: [CH3:15][N:8]1[C:9]2[C:5](=[C:4]([N+:1]([O-:3])=[O:2])[CH:12]=[CH:11][CH:10]=2)[CH:6]=[N:7]1. The catalyst class is: 3. (4) The catalyst class is: 149. Reactant: Br[C:2]1[CH:3]=[CH:4][C:5]2[N:6]([C:8]([C:12]3[S:13][C:14]([C:23]4[N:27]=[CH:26][N:25]([CH:28]5[CH2:33][CH2:32][CH2:31][CH2:30][O:29]5)[N:24]=4)=[C:15]([C:17]4[CH:22]=[CH:21][CH:20]=[CH:19][CH:18]=4)[N:16]=3)=[C:9]([CH3:11])[N:10]=2)[CH:7]=1.[CH3:34][N:35]1[CH:39]=[C:38](B2OC(C)(C)C(C)(C)O2)[CH:37]=[N:36]1.C(=O)([O-])[O-].[Cs+].[Cs+].CCOC(C)=O. Product: [CH3:11][C:9]1[N:10]=[C:5]2[CH:4]=[CH:3][C:2]([C:38]3[CH:37]=[N:36][N:35]([CH3:34])[CH:39]=3)=[CH:7][N:6]2[C:8]=1[C:12]1[S:13][C:14]([C:23]2[N:27]=[CH:26][N:25]([CH:28]3[CH2:33][CH2:32][CH2:31][CH2:30][O:29]3)[N:24]=2)=[C:15]([C:17]2[CH:22]=[CH:21][CH:20]=[CH:19][CH:18]=2)[N:16]=1. (5) Reactant: [N+:1]([C:4]1[CH:9]=[CH:8][C:7]([C:10]2[CH:15]=[CH:14][CH:13]=[CH:12][CH:11]=2)=[CH:6][CH:5]=1)([O-:3])=[O:2].Cl[S:17]([OH:20])(=[O:19])=[O:18]. Product: [N+:1]([C:4]1[CH:5]=[C:6]([S:17]([OH:20])(=[O:19])=[O:18])[C:7]([C:10]2[CH:15]=[CH:14][CH:13]=[CH:12][CH:11]=2)=[CH:8][CH:9]=1)([O-:3])=[O:2]. The catalyst class is: 22. (6) Reactant: [C:1](/[C:3](/[C:28]1[CH:33]=[CH:32][C:31]([O:34][CH3:35])=[C:30]([O:36][CH3:37])[CH:29]=1)=[CH:4]\[C:5]1[S:9][C:8]([N:10]2[CH2:15][CH2:14][CH:13]([O:16][C:17](=[O:27])[CH2:18][N:19]3[CH2:24][CH2:23][CH2:22][CH:21]([CH2:25][OH:26])[CH2:20]3)[CH2:12][CH2:11]2)=[CH:7][CH:6]=1)#[N:2].[CH3:38][S:39]([OH:42])(=[O:41])=[O:40]. Product: [CH3:38][S:39]([OH:42])(=[O:41])=[O:40].[C:1](/[C:3](/[C:28]1[CH:33]=[CH:32][C:31]([O:34][CH3:35])=[C:30]([O:36][CH3:37])[CH:29]=1)=[CH:4]\[C:5]1[S:9][C:8]([N:10]2[CH2:11][CH2:12][CH:13]([O:16][C:17](=[O:27])[CH2:18][N:19]3[CH2:24][CH2:23][CH2:22][CH:21]([CH2:25][OH:26])[CH2:20]3)[CH2:14][CH2:15]2)=[CH:7][CH:6]=1)#[N:2]. The catalyst class is: 5. (7) Reactant: [Na].[S:2]([C:6]1[CH:11]=[CH:10][C:9]([CH3:12])=[CH:8][CH:7]=1)([OH:5])(=[O:4])=O.Br[CH2:14][C:15]([C:17]1[CH:22]=[CH:21][C:20]([Br:23])=[CH:19][CH:18]=1)=[O:16]. Product: [Br:23][C:20]1[CH:21]=[CH:22][C:17]([C:15]([CH2:14][S:2]([C:6]2[CH:7]=[CH:8][C:9]([CH3:12])=[CH:10][CH:11]=2)(=[O:4])=[O:5])=[O:16])=[CH:18][CH:19]=1. The catalyst class is: 8. (8) Reactant: [Cl:1][C:2]1[CH:3]=[C:4]2[N:38](COCC[Si](C)(C)C)[C:37](S(C)(=O)=O)=[N:36][C:5]2=[N:6][C:7]=1[C:8]1[CH:13]=[CH:12][C:11]([C:14]2[CH:19]=[CH:18][C:17]([C:20]([N:22]3[CH2:26][CH2:25][C@@H:24]([O:27]COCC[Si](C)(C)C)[CH2:23]3)=[O:21])=[CH:16][CH:15]=2)=[CH:10][CH:9]=1.C1(C2[O:62][C@H:61]3[CH2:63][C@@H:64]([OH:67])[CH2:65][O:66][C@@H:60]3[CH2:59][O:58]2)C=CC=CC=1.C(=O)([O-])[O-].[Cs+].[Cs+]. Product: [Cl:1][C:2]1[CH:3]=[C:4]2[NH:38][C:37]([O:67][C@@H:64]3[CH2:63][C@H:61]([OH:62])[C@@H:60]([CH2:59][OH:58])[O:66][CH2:65]3)=[N:36][C:5]2=[N:6][C:7]=1[C:8]1[CH:9]=[CH:10][C:11]([C:14]2[CH:19]=[CH:18][C:17]([C:20]([N:22]3[CH2:26][CH2:25][C@@H:24]([OH:27])[CH2:23]3)=[O:21])=[CH:16][CH:15]=2)=[CH:12][CH:13]=1. The catalyst class is: 3. (9) Reactant: C[O:2][C:3]([C:5]1[CH:6]=[C:7]([F:36])[CH:8]=[C:9]2[C:14]=1[NH:13][CH:12]([C:15]1[CH:20]=[CH:19][CH:18]=[C:17]([N:21]3[CH2:26][CH2:25][N:24]([C:27]4[CH:32]=[CH:31][CH:30]=[CH:29][C:28]=4[CH3:33])[CH2:23][CH2:22]3)[CH:16]=1)[C:11]([CH3:35])([CH3:34])[CH2:10]2)=[O:4].O.[OH-].[Li+].O.Cl. Product: [F:36][C:7]1[CH:8]=[C:9]2[C:14](=[C:5]([C:3]([OH:4])=[O:2])[CH:6]=1)[NH:13][CH:12]([C:15]1[CH:20]=[CH:19][CH:18]=[C:17]([N:21]3[CH2:22][CH2:23][N:24]([C:27]4[CH:32]=[CH:31][CH:30]=[CH:29][C:28]=4[CH3:33])[CH2:25][CH2:26]3)[CH:16]=1)[C:11]([CH3:35])([CH3:34])[CH2:10]2. The catalyst class is: 111.